Dataset: Full USPTO retrosynthesis dataset with 1.9M reactions from patents (1976-2016). Task: Predict the reactants needed to synthesize the given product. The reactants are: [CH:1]1[C:10]2[C:5](=[CH:6][CH:7]=[CH:8][CH:9]=2)[CH:4]=[CH:3][C:2]=1[S:11](Cl)(=[O:13])=[O:12].[NH2:15][C:16]1[CH:17]=[C:18]([C:22]2[NH:26][N:25]=[N:24][N:23]=2)[CH:19]=[CH:20][CH:21]=1. Given the product [NH:26]1[C:22]([C:18]2[CH:17]=[C:16]([NH:15][S:11]([C:2]3[CH:3]=[CH:4][C:5]4[C:10](=[CH:9][CH:8]=[CH:7][CH:6]=4)[CH:1]=3)(=[O:13])=[O:12])[CH:21]=[CH:20][CH:19]=2)=[N:23][N:24]=[N:25]1, predict the reactants needed to synthesize it.